Dataset: Full USPTO retrosynthesis dataset with 1.9M reactions from patents (1976-2016). Task: Predict the reactants needed to synthesize the given product. (1) Given the product [Cl:1][C:2]1[CH:3]=[C:4]([O:21][CH2:22][CH3:23])[CH:5]=[C:6]2[C:11]=1[O:10][CH:9]([C:12]([F:15])([F:14])[F:13])[C:8]([C:16]([OH:18])=[O:17])=[CH:7]2, predict the reactants needed to synthesize it. The reactants are: [Cl:1][C:2]1[CH:3]=[C:4]([O:21][CH2:22][CH3:23])[CH:5]=[C:6]2[C:11]=1[O:10][CH:9]([C:12]([F:15])([F:14])[F:13])[C:8]([C:16]([O:18]CC)=[O:17])=[CH:7]2.C1COCC1.CCO.O[Li].O. (2) Given the product [O:5]=[C:4]([C:6]1[CH:11]=[CH:10][CH:9]=[CH:8][CH:7]=1)[CH2:3][CH2:2][N:21]1[CH2:22][CH2:23][N:18]([C:24]2[N:31]=[CH:30][CH:29]=[CH:28][C:25]=2[C:26]#[N:27])[CH2:19][CH2:20]1, predict the reactants needed to synthesize it. The reactants are: Cl[CH2:2][CH2:3][C:4]([C:6]1[CH:11]=[CH:10][CH:9]=[CH:8][CH:7]=1)=[O:5].C(=O)([O-])[O-].[K+].[K+].[N:18]1([C:24]2[N:31]=[CH:30][CH:29]=[CH:28][C:25]=2[C:26]#[N:27])[CH2:23][CH2:22][NH:21][CH2:20][CH2:19]1.C(OCC)(=O)C. (3) Given the product [NH2:1][C:4]1[CH:9]=[C:8]([NH2:10])[CH:7]=[C:6]([NH2:13])[CH:5]=1, predict the reactants needed to synthesize it. The reactants are: [N+:1]([C:4]1[CH:9]=[C:8]([N+:10]([O-])=O)[CH:7]=[C:6]([N+:13]([O-])=O)[CH:5]=1)([O-])=O.[N+](C1C=C(C=C([N+]([O-])=O)C=1)N)([O-])=O.NC1C=C([N+]([O-])=O)C=C(N)C=1.[H][H]. (4) Given the product [CH3:27][N:28]([CH3:38])[C:29]1[CH:34]=[CH:33][C:32]([C:2]2[N:11]=[C:10]([NH:12][CH2:13][CH:14]([C:21]3[CH:26]=[CH:25][CH:24]=[CH:23][CH:22]=3)[N:15]3[CH2:20][CH2:19][CH2:18][CH2:17][CH2:16]3)[C:9]3[C:4](=[CH:5][CH:6]=[CH:7][CH:8]=3)[N:3]=2)=[CH:31][CH:30]=1, predict the reactants needed to synthesize it. The reactants are: Cl[C:2]1[N:11]=[C:10]([NH:12][CH2:13][CH:14]([C:21]2[CH:26]=[CH:25][CH:24]=[CH:23][CH:22]=2)[N:15]2[CH2:20][CH2:19][CH2:18][CH2:17][CH2:16]2)[C:9]2[C:4](=[CH:5][CH:6]=[CH:7][CH:8]=2)[N:3]=1.[CH3:27][N:28]([CH3:38])[C:29]1[CH:34]=[CH:33][C:32](B(O)O)=[CH:31][CH:30]=1.CN(C)C1C=CC(C2N=C(NCC(C3C=CC=CC=3)C3NC=CC=3)C3C(=CC=CC=3)N=2)=CC=1. (5) Given the product [N:17]1[CH:18]=[CH:19][C:14]([C:4]2[S:5][C:6]([C:8]3[CH:9]=[CH:10][N:11]=[CH:12][CH:13]=3)=[CH:7][C:3]=2[C:1]([NH2:2])=[O:20])=[CH:15][CH:16]=1, predict the reactants needed to synthesize it. The reactants are: [C:1]([C:3]1[CH:7]=[C:6]([C:8]2[CH:13]=[CH:12][N:11]=[CH:10][CH:9]=2)[S:5][C:4]=1[C:14]1[CH:19]=[CH:18][N:17]=[CH:16][CH:15]=1)#[N:2].[OH-:20].[K+].O. (6) Given the product [C:1]1([C:7]2[C:12]([C:13]3[CH:18]=[CH:17][CH:16]=[CH:15][CH:14]=3)=[CH:11][N:10]=[C:9]([O:19][CH:20]3[CH2:25][CH2:24][CH2:23][C@H:22]([C:26]([OH:28])=[O:27])[CH2:21]3)[N:8]=2)[CH:2]=[CH:3][CH:4]=[CH:5][CH:6]=1, predict the reactants needed to synthesize it. The reactants are: [C:1]1([C:7]2[C:12]([C:13]3[CH:18]=[CH:17][CH:16]=[CH:15][CH:14]=3)=[CH:11][N:10]=[C:9]([O:19][CH:20]3[CH2:25][CH2:24][CH2:23][C@H:22]([C:26]([O:28]C)=[O:27])[CH2:21]3)[N:8]=2)[CH:6]=[CH:5][CH:4]=[CH:3][CH:2]=1.O1CCCC1.[OH-].[Li+].S(=O)(=O)(O)O. (7) The reactants are: [H-].[Na+].[Cl:3][C:4]1[CH:9]=[C:8]([OH:10])[CH:7]=[CH:6][N:5]=1.[F:11][C:12]1[CH:17]=[C:16]([N+:18]([O-:20])=[O:19])[C:15]([F:21])=[CH:14][C:13]=1F. Given the product [Cl:3][C:4]1[CH:9]=[C:8]([O:10][C:13]2[CH:14]=[C:15]([F:21])[C:16]([N+:18]([O-:20])=[O:19])=[CH:17][C:12]=2[F:11])[CH:7]=[CH:6][N:5]=1, predict the reactants needed to synthesize it.